From a dataset of Full USPTO retrosynthesis dataset with 1.9M reactions from patents (1976-2016). Predict the reactants needed to synthesize the given product. (1) Given the product [Br:13][C:14]1[CH:15]=[CH:16][C:17]2[CH2:23][N:22]([C:2]3[CH:11]=[C:10]([Cl:12])[C:9]4[C:4](=[CH:5][CH:6]=[CH:7][CH:8]=4)[N:3]=3)[C:21](=[O:24])[CH2:20][CH2:19][C:18]=2[CH:25]=1, predict the reactants needed to synthesize it. The reactants are: Cl[C:2]1[CH:11]=[C:10]([Cl:12])[C:9]2[C:4](=[CH:5][CH:6]=[CH:7][CH:8]=2)[N:3]=1.[Br:13][C:14]1[CH:15]=[CH:16][C:17]2[CH2:23][NH:22][C:21](=[O:24])[CH2:20][CH2:19][C:18]=2[CH:25]=1.CC1(C)C2C=CC=C(P(C3C=CC=CC=3)C3C=CC=CC=3)C=2OC2C1=CC=CC=2P(C1C=CC=CC=1)C1C=CC=CC=1.[O-]P([O-])([O-])=O.[K+].[K+].[K+]. (2) Given the product [CH2:1]([O:8][CH2:9][C:10]1[NH:16][C:14](=[O:15])[N:13]([CH2:17][C:18]2[CH:23]=[CH:22][C:21]([CH3:24])=[CH:20][CH:19]=2)[N:12]=1)[C:2]1[CH:7]=[CH:6][CH:5]=[CH:4][CH:3]=1, predict the reactants needed to synthesize it. The reactants are: [CH2:1]([O:8][CH2:9][C:10]([NH:12][N:13]([CH2:17][C:18]1[CH:23]=[CH:22][C:21]([CH3:24])=[CH:20][CH:19]=1)[C:14]([NH2:16])=[O:15])=O)[C:2]1[CH:7]=[CH:6][CH:5]=[CH:4][CH:3]=1.CS(O)(=O)=O.